This data is from Full USPTO retrosynthesis dataset with 1.9M reactions from patents (1976-2016). The task is: Predict the reactants needed to synthesize the given product. (1) Given the product [Cl:1][C:2]1[C:7]([C:8]([F:11])([F:10])[F:9])=[CH:6][CH:5]=[CH:4][C:3]=1[C:16]1[N:21]=[C:20]([NH2:22])[N:19]=[C:18]([NH:23][CH3:24])[CH:17]=1, predict the reactants needed to synthesize it. The reactants are: [Cl:1][C:2]1[C:7]([C:8]([F:11])([F:10])[F:9])=[CH:6][CH:5]=[CH:4][C:3]=1B(O)O.I[C:16]1[N:21]=[C:20]([NH2:22])[N:19]=[C:18]([NH:23][CH3:24])[CH:17]=1. (2) Given the product [Cl:9][C:10]1[CH:11]=[C:12]([NH:24][C:25]2[C:34]3[C:29](=[CH:30][CH:31]=[CH:32][C:33]=3[O:35][CH2:36][CH2:37][N:38]([CH3:39])[C:4](=[O:6])[C:3]([CH3:8])([CH3:7])[CH2:2][OH:1])[N:28]=[CH:27][N:26]=2)[CH:13]=[CH:14][C:15]=1[O:16][CH2:17][C:18]1[CH:23]=[CH:22][CH:21]=[CH:20][N:19]=1, predict the reactants needed to synthesize it. The reactants are: [OH:1][CH2:2][C:3]([CH3:8])([CH3:7])[C:4]([OH:6])=O.[Cl:9][C:10]1[CH:11]=[C:12]([NH:24][C:25]2[C:34]3[C:29](=[CH:30][CH:31]=[CH:32][C:33]=3[O:35][CH2:36][CH2:37][NH:38][CH3:39])[N:28]=[CH:27][N:26]=2)[CH:13]=[CH:14][C:15]=1[O:16][CH2:17][C:18]1[CH:23]=[CH:22][CH:21]=[CH:20][N:19]=1. (3) Given the product [ClH:37].[ClH:37].[CH3:1][NH:2][CH2:10][C:11]1[S:12][C:13]([S:22]([C:25]2[CH:30]=[CH:29][CH:28]=[CH:27][CH:26]=2)(=[O:23])=[O:24])=[C:14]([C:16]2[N:17]([CH3:21])[CH:18]=[CH:19][N:20]=2)[CH:15]=1, predict the reactants needed to synthesize it. The reactants are: [CH3:1][N:2]([CH2:10][C:11]1[S:12][C:13]([S:22]([C:25]2[CH:30]=[CH:29][CH:28]=[CH:27][CH:26]=2)(=[O:24])=[O:23])=[C:14]([C:16]2[N:17]([CH3:21])[CH:18]=[CH:19][N:20]=2)[CH:15]=1)C(=O)OC(C)(C)C.C(OCC)(=O)C.[ClH:37]. (4) Given the product [F:32][C:30]([C:2]1[C:3]([C:21]([F:24])([F:23])[F:22])=[N:4][N:5]([CH2:12][C:13]2[CH:18]=[CH:17][C:16]([O:19][CH3:20])=[CH:15][CH:14]=2)[C:6]=1[C:7]([O:9][CH2:10][CH3:11])=[O:8])=[CH2:31], predict the reactants needed to synthesize it. The reactants are: Br[C:2]1[C:3]([C:21]([F:24])([F:23])[F:22])=[N:4][N:5]([CH2:12][C:13]2[CH:18]=[CH:17][C:16]([O:19][CH3:20])=[CH:15][CH:14]=2)[C:6]=1[C:7]([O:9][CH2:10][CH3:11])=[O:8].C([Sn](CCCC)(CCCC)[C:30]([F:32])=[CH2:31])CCC. (5) Given the product [C:1]([O:5][CH2:21][CH:20]1[CH2:18][O:19][C:27]([O:29][CH3:30])([CH3:28])[O:31]1)(=[O:4])[CH:2]=[CH2:3], predict the reactants needed to synthesize it. The reactants are: [C:1]([OH:5])(=[O:4])[CH:2]=[CH2:3].Cl.C(N(CC)CC)C.[C:18]1([CH:21]=[CH:20][C:18]([OH:19])=[CH:21][CH:20]=1)[OH:19].C1OC1CO.[C:27](OC)([O:31]C)([O:29][CH3:30])[CH3:28].